Dataset: Full USPTO retrosynthesis dataset with 1.9M reactions from patents (1976-2016). Task: Predict the reactants needed to synthesize the given product. (1) Given the product [CH:27]1([CH2:26][CH:21]([C:16]2[CH:17]=[CH:18][C:19]([Cl:20])=[C:14]([Cl:13])[CH:15]=2)[C:22]([OH:24])=[O:23])[CH2:31][CH2:30][CH2:29][CH2:28]1, predict the reactants needed to synthesize it. The reactants are: C(NC(C)C)(C)C.C([Li])CCC.[Cl:13][C:14]1[CH:15]=[C:16]([CH2:21][C:22]([OH:24])=[O:23])[CH:17]=[CH:18][C:19]=1[Cl:20].I[CH2:26][CH:27]1[CH2:31][CH2:30][CH2:29][CH2:28]1.Cl. (2) The reactants are: [CH3:1][O:2][C:3]([C:5]1[C:6]([OH:24])=[C:7]2[C:12](=[CH:13][N:14]=1)[N:11]([CH2:15][C:16]1[CH:21]=[CH:20][CH:19]=[CH:18][CH:17]=1)[C:10](=[O:22])[C:9](Br)=[CH:8]2)=[O:4].[C:25]([C:27]1[CH:32]=[CH:31][C:30](B(O)O)=[CH:29][CH:28]=1)#[N:26].[O-]P([O-])([O-])=O.[K+].[K+].[K+].O.COC1C=CC=C(OC)C=1C1C=CC=CC=1P(C1CCCCC1)C1CCCCC1.Cl. Given the product [CH3:1][O:2][C:3]([C:5]1[C:6]([OH:24])=[C:7]2[C:12](=[CH:13][N:14]=1)[N:11]([CH2:15][C:16]1[CH:21]=[CH:20][CH:19]=[CH:18][CH:17]=1)[C:10](=[O:22])[C:9]([C:30]1[CH:31]=[CH:32][C:27]([C:25]#[N:26])=[CH:28][CH:29]=1)=[CH:8]2)=[O:4], predict the reactants needed to synthesize it. (3) The reactants are: [ClH:1].Cl.[CH2:3]([N:10]1[CH2:15][CH2:14][N:13]([CH2:16][CH:17]2[CH2:26][CH2:25][C:24]3[C:19](=[CH:20][CH:21]=[C:22]([O:27]C)[CH:23]=3)[CH2:18]2)[CH2:12][CH2:11]1)[C:4]1[CH:9]=[CH:8][CH:7]=[CH:6][CH:5]=1. Given the product [ClH:1].[ClH:1].[CH2:3]([N:10]1[CH2:11][CH2:12][N:13]([CH2:16][CH:17]2[CH2:26][CH2:25][C:24]3[C:19](=[CH:20][CH:21]=[C:22]([OH:27])[CH:23]=3)[CH2:18]2)[CH2:14][CH2:15]1)[C:4]1[CH:5]=[CH:6][CH:7]=[CH:8][CH:9]=1, predict the reactants needed to synthesize it. (4) The reactants are: [CH3:1][O:2][C:3](=[O:15])[C:4]1[CH:9]=[CH:8][C:7]([O:10][CH2:11][CH2:12][CH2:13]Br)=[CH:6][CH:5]=1.[Na+].[CH3:17][S:18]([O-:20])=[O:19]. Given the product [CH3:1][O:2][C:3](=[O:15])[C:4]1[CH:9]=[CH:8][C:7]([O:10][CH2:11][CH2:12][CH2:13][S:18]([CH3:17])(=[O:20])=[O:19])=[CH:6][CH:5]=1, predict the reactants needed to synthesize it. (5) Given the product [CH2:1]([O:3][C:4](=[O:18])[CH:5]([O:15][CH2:16][CH3:17])[CH2:6][C:7]1[CH:12]=[CH:11][C:10]([O:13][CH2:36][CH2:35][C:21]2[N:22]=[C:23]([C:25]3[CH:30]=[CH:29][C:28]([C:31]([F:34])([F:32])[F:33])=[CH:27][CH:26]=3)[S:24][C:20]=2[CH3:19])=[C:9]([F:14])[CH:8]=1)[CH3:2], predict the reactants needed to synthesize it. The reactants are: [CH2:1]([O:3][C:4](=[O:18])[CH:5]([O:15][CH2:16][CH3:17])[CH2:6][C:7]1[CH:12]=[CH:11][C:10]([OH:13])=[C:9]([F:14])[CH:8]=1)[CH3:2].[CH3:19][C:20]1[S:24][C:23]([C:25]2[CH:30]=[CH:29][C:28]([C:31]([F:34])([F:33])[F:32])=[CH:27][CH:26]=2)=[N:22][C:21]=1[CH2:35][CH2:36]O.C1(P(C2C=CC=CC=2)C2C=CC=CC=2)C=CC=CC=1.N(C(OCC)=O)=NC(OCC)=O. (6) Given the product [C:4]([O:8][C:9]([N:10]1[CH2:23][CH2:22][CH2:21][CH:20]1[C:24]1[NH:25][C:26]([C:29]2[CH:34]=[CH:33][C:32]([C:32]3[CH:31]=[CH:30][C:29]([C:26]4[NH:25][C:24]([C:20]5([NH:19][C:17]([O:16][C:12]([CH3:14])([CH3:15])[CH3:13])=[O:18])[CH2:21][CH2:22][CH2:23]5)=[N:28][CH:27]=4)=[CH:34][CH:33]=3)=[CH:31][CH:30]=2)=[CH:27][N:28]=1)=[O:11])([CH3:7])([CH3:6])[CH3:5], predict the reactants needed to synthesize it. The reactants are: B(O)O.[C:4]([O:8][C:9](=[O:11])[NH2:10])([CH3:7])([CH3:6])[CH3:5].[C:12]([O:16][C:17]([N:19]1[CH2:23][CH2:22][CH2:21][CH:20]1[C:24]1[NH:25][C:26]([C:29]2[CH:34]=[CH:33][C:32](Br)=[CH:31][CH:30]=2)=[CH:27][N:28]=1)=[O:18])([CH3:15])([CH3:14])[CH3:13].C([O-])([O-])=O.[K+].[K+]. (7) The reactants are: [CH2:1]([O:8][C:9]1[CH:14]=[CH:13][C:12]([C@H:15]2[N:18]([C:19]3[CH:24]=[CH:23][C:22]([F:25])=[CH:21][CH:20]=3)[C:17](=[O:26])[C@@H:16]2[CH2:27][CH2:28][C:29]([C:31]2[CH:36]=[CH:35][C:34]([F:37])=[CH:33][CH:32]=2)=[O:30])=[CH:11][CH:10]=1)[C:2]1[CH:7]=[CH:6][CH:5]=[CH:4][CH:3]=1.B1(C)OC(C2C=CC=CC=2)(C2C=CC=CC=2)[C@@H]2N1CCC2.CO.Cl. Given the product [CH2:1]([O:8][C:9]1[CH:10]=[CH:11][C:12]([C@H:15]2[N:18]([C:19]3[CH:24]=[CH:23][C:22]([F:25])=[CH:21][CH:20]=3)[C:17](=[O:26])[C@@H:16]2[CH2:27][CH2:28][C@@H:29]([C:31]2[CH:36]=[CH:35][C:34]([F:37])=[CH:33][CH:32]=2)[OH:30])=[CH:13][CH:14]=1)[C:2]1[CH:3]=[CH:4][CH:5]=[CH:6][CH:7]=1, predict the reactants needed to synthesize it.